Predict the reaction yield, written as a fraction of the theoretical maximum amount of product (1.0 means a 100% yield; for example, 0.34 means a 34% yield). From a dataset of Reaction yield outcomes from USPTO patents with 853,638 reactions. (1) The reactants are [F:1][C:2]1[CH:3]=[C:4]2[C:9](=[CH:10][CH:11]=1)[O:8][C@H:7]([C@H:12]1[CH2:14][O:13]1)[CH2:6][CH2:5]2.[CH2:15]([NH2:22])[C:16]1[CH:21]=[CH:20][CH:19]=[CH:18][CH:17]=1. The catalyst is CO. The product is [C:16]1([CH2:15][N:22]=[CH:14][C@H:12]([C@@H:7]2[CH2:6][CH2:5][C:4]3[C:9](=[CH:10][CH:11]=[C:2]([F:1])[CH:3]=3)[O:8]2)[OH:13])[CH:21]=[CH:20][CH:19]=[CH:18][CH:17]=1. The yield is 0.640. (2) The reactants are [NH2:1][C:2]1[C:3](=[O:16])[NH:4][C:5](=[S:15])[N:6]([CH2:9][C:10]2[CH:14]=[CH:13][NH:12][N:11]=2)[C:7]=1[NH2:8].[C:17](O)(=O)C.C(N)=N. The catalyst is O. The product is [NH:12]1[CH:13]=[CH:14][C:10]([CH2:9][N:6]2[C:7]3[N:8]=[CH:17][NH:1][C:2]=3[C:3](=[O:16])[NH:4][C:5]2=[S:15])=[N:11]1. The yield is 0.310. (3) The reactants are [F:1][C:2]1[CH:3]=[CH:4][C:5]([C:8]2[CH:13]=[CH:12][CH:11]=[CH:10][CH:9]=2)=[N:6][CH:7]=1.C([Li])CCC.[C:19](=[O:21])=[O:20].CO. The catalyst is O1CCCC1. The product is [F:1][C:2]1[C:3]([C:19]([OH:21])=[O:20])=[CH:4][C:5]([C:8]2[CH:13]=[CH:12][CH:11]=[CH:10][CH:9]=2)=[N:6][CH:7]=1. The yield is 0.580. (4) The reactants are [CH3:1][C:2]1[CH:3]=[CH:4][C:5]([C:8]2[CH:13]=[CH:12][NH:11][C:10](=[O:14])[CH:9]=2)=[N:6][CH:7]=1.Br[C:16]1[CH:24]=[C:23]2[C:19]([C:20]3[CH2:29][CH2:28][N:27]([C:30]([O:32][C:33]([CH3:36])([CH3:35])[CH3:34])=[O:31])[CH2:26][C:21]=3[N:22]2[CH3:25])=[CH:18][CH:17]=1. No catalyst specified. The product is [CH3:25][N:22]1[C:23]2[C:19](=[CH:18][CH:17]=[C:16]([N:11]3[CH:12]=[CH:13][C:8]([C:5]4[CH:4]=[CH:3][C:2]([CH3:1])=[CH:7][N:6]=4)=[CH:9][C:10]3=[O:14])[CH:24]=2)[C:20]2[CH2:29][CH2:28][N:27]([C:30]([O:32][C:33]([CH3:36])([CH3:35])[CH3:34])=[O:31])[CH2:26][C:21]1=2. The yield is 0.360.